From a dataset of NCI-60 drug combinations with 297,098 pairs across 59 cell lines. Regression. Given two drug SMILES strings and cell line genomic features, predict the synergy score measuring deviation from expected non-interaction effect. (1) Cell line: SNB-75. Drug 1: CC(C)NC(=O)C1=CC=C(C=C1)CNNC.Cl. Synergy scores: CSS=46.6, Synergy_ZIP=-3.02, Synergy_Bliss=-2.35, Synergy_Loewe=-2.69, Synergy_HSA=3.11. Drug 2: CC1C(C(CC(O1)OC2CC(CC3=C2C(=C4C(=C3O)C(=O)C5=CC=CC=C5C4=O)O)(C(=O)C)O)N)O. (2) Drug 1: CN1C(=O)N2C=NC(=C2N=N1)C(=O)N. Drug 2: CS(=O)(=O)OCCCCOS(=O)(=O)C. Cell line: HCT116. Synergy scores: CSS=18.3, Synergy_ZIP=-2.53, Synergy_Bliss=2.30, Synergy_Loewe=-1.45, Synergy_HSA=1.74.